From a dataset of Reaction yield outcomes from USPTO patents with 853,638 reactions. Predict the reaction yield, written as a fraction of the theoretical maximum amount of product (1.0 means a 100% yield; for example, 0.34 means a 34% yield). (1) The reactants are P(Br)(Br)[Br:2].[Cl:5][C:6]1[C:11]([O:12][CH3:13])=[C:10]([O:14][CH3:15])[CH:9]=[CH:8][C:7]=1[CH2:16]O.C([O-])(O)=O.[Na+]. The catalyst is CCOCC. The product is [Br:2][CH2:16][C:7]1[CH:8]=[CH:9][C:10]([O:14][CH3:15])=[C:11]([O:12][CH3:13])[C:6]=1[Cl:5]. The yield is 0.940. (2) The reactants are [Cl:1][C@H:2]1[C@H:6]([CH2:7][CH2:8][CH2:9][C:10]2[S:14][C:13]([C:15]([OH:17])=[O:16])=[CH:12][CH:11]=2)[C@@H:5]([CH2:18][CH2:19][C:20]2[CH:25]=[C:24]([Cl:26])[CH:23]=[C:22]([Cl:27])[CH:21]=2)[C@H:4]([OH:28])[CH2:3]1.C(=O)(O)[O-].[K+].Br.Br[CH2:36][CH2:37][N:38]([CH2:41][CH3:42])[CH2:39][CH3:40].C(#N)C. The catalyst is O.CCOC(C)=O. The product is [Cl:1][C@H:2]1[C@H:6]([CH2:7][CH2:8][CH2:9][C:10]2[S:14][C:13]([C:15]([O:17][CH2:36][CH2:37][N:38]([CH2:41][CH3:42])[CH2:39][CH3:40])=[O:16])=[CH:12][CH:11]=2)[C@@H:5]([CH2:18][CH2:19][C:20]2[CH:25]=[C:24]([Cl:26])[CH:23]=[C:22]([Cl:27])[CH:21]=2)[C@H:4]([OH:28])[CH2:3]1. The yield is 0.400.